From a dataset of Forward reaction prediction with 1.9M reactions from USPTO patents (1976-2016). Predict the product of the given reaction. (1) Given the reactants [O:1]=[S:2]1(=[O:19])[N:7]([C:8]2[CH:17]=[CH:16][C:11]([C:12]([O:14]C)=[O:13])=[C:10]([F:18])[CH:9]=2)[CH2:6][CH2:5][O:4][CH2:3]1.[OH-].[Na+].Cl, predict the reaction product. The product is: [O:19]=[S:2]1(=[O:1])[N:7]([C:8]2[CH:17]=[CH:16][C:11]([C:12]([OH:14])=[O:13])=[C:10]([F:18])[CH:9]=2)[CH2:6][CH2:5][O:4][CH2:3]1. (2) Given the reactants [O:1]1[CH2:6][CH2:5][N:4]([C:7]2[C:8]3[N:9]([C:13]([C:28]4[CH:29]=[CH:30][C:31]([NH:34][C:35](=[O:41])[O:36][C:37]([CH3:40])([CH3:39])[CH3:38])=[N:32][CH:33]=4)=[C:14]([C:16]#[C:17][C:18]4[CH:27]=[CH:26][C:25]5[C:20](=[CH:21][CH:22]=[CH:23][CH:24]=5)[N:19]=4)[N:15]=3)[N:10]=[CH:11][CH:12]=2)[CH2:3][CH2:2]1.[H-].[Na+].[C:44]([O:48][C:49]([CH2:51]C(OC(C)(C)C)=O)=[O:50])([CH3:47])([CH3:46])[CH3:45].O, predict the reaction product. The product is: [C:37]([O:36][C:35]([N:34]([C:31]1[CH:30]=[CH:29][C:28]([C:13]2[N:9]3[N:10]=[CH:11][CH:12]=[C:7]([N:4]4[CH2:5][CH2:6][O:1][CH2:2][CH2:3]4)[C:8]3=[N:15][C:14]=2[C:16]#[C:17][C:18]2[CH:27]=[CH:26][C:25]3[C:20](=[CH:21][CH:22]=[CH:23][CH:24]=3)[N:19]=2)=[CH:33][N:32]=1)[CH2:51][C:49]([O:48][C:44]([CH3:47])([CH3:46])[CH3:45])=[O:50])=[O:41])([CH3:38])([CH3:40])[CH3:39]. (3) Given the reactants Cl[C:2]1[N:7]=[C:6]([NH:8][C:9]2[CH:14]=[CH:13][C:12]([N:15]3[CH:19]=[C:18]([CH3:20])[N:17]=[CH:16]3)=[C:11]([O:21][CH3:22])[CH:10]=2)[N:5]=[C:4]([N:23]([CH3:25])[CH3:24])[N:3]=1.[OH:26][C:27]1[CH:32]=[CH:31][CH:30]=[CH:29][C:28]=1[C:33]([F:36])([F:35])[F:34].C(=O)([O-])[O-].[K+].[K+], predict the reaction product. The product is: [CH3:22][O:21][C:11]1[CH:10]=[C:9]([NH:8][C:6]2[N:5]=[C:4]([N:23]([CH3:25])[CH3:24])[N:3]=[C:2]([O:26][C:27]3[CH:32]=[CH:31][CH:30]=[CH:29][C:28]=3[C:33]([F:34])([F:35])[F:36])[N:7]=2)[CH:14]=[CH:13][C:12]=1[N:15]1[CH:19]=[C:18]([CH3:20])[N:17]=[CH:16]1.